This data is from Full USPTO retrosynthesis dataset with 1.9M reactions from patents (1976-2016). The task is: Predict the reactants needed to synthesize the given product. (1) Given the product [CH3:1][N:2]([CH3:8])[C:3]1[CH:4]=[C:5]([CH3:6])[NH:25][C:23](=[O:24])[C:22]=1[C:20]1[N:21]=[C:17]([C:14]2[CH:15]=[CH:16][N:11]=[CH:12][CH:13]=2)[S:18][CH:19]=1, predict the reactants needed to synthesize it. The reactants are: [CH3:1][N:2]([CH3:8])/[CH:3]=[CH:4]/[C:5](=O)[CH3:6].BrBr.[N:11]1[CH:16]=[CH:15][C:14]([C:17]2[S:18][CH:19]=[C:20]([CH2:22][C:23]([NH2:25])=[O:24])[N:21]=2)=[CH:13][CH:12]=1.[H-].[Na+]. (2) Given the product [NH2:1][S:2]([C:5]1[CH:6]=[CH:7][C:8]([N:11]2[C:15]([CH3:16])=[CH:14][C:13]([C:17]([OH:19])=[O:18])=[N:12]2)=[N:9][CH:10]=1)(=[O:4])=[O:3], predict the reactants needed to synthesize it. The reactants are: [NH2:1][S:2]([C:5]1[CH:6]=[CH:7][C:8]([N:11]2[C:15]([CH3:16])=[CH:14][C:13]([C:17]([O:19]CC)=[O:18])=[N:12]2)=[N:9][CH:10]=1)(=[O:4])=[O:3].[OH-].[Na+].Cl. (3) Given the product [CH3:1][O:2][C:3]([C:4]1[N:6]([C:7]2[CH:12]=[CH:11][CH:10]=[CH:9][CH:8]=2)[C:13]2[C:14]([C:20](=[O:23])[C:21]=1[CH3:22])=[CH:15][CH:16]=[C:17]([Cl:19])[CH:18]=2)=[O:24], predict the reactants needed to synthesize it. The reactants are: [CH3:1][O:2][C:3](=[O:24])[C:4]([N:6]([C:13]1[CH:18]=[C:17]([Cl:19])[CH:16]=[CH:15][C:14]=1[C:20](=[O:23])[CH2:21][CH3:22])[C:7]1[CH:12]=[CH:11][CH:10]=[CH:9][CH:8]=1)=O.C(=O)([O-])[O-].[K+].[K+].CCCCCC. (4) Given the product [Br:4][C:5]1[CH:11]=[CH:10][C:8]([NH:9][C:2]#[N:1])=[CH:7][C:6]=1[O:12][CH3:13], predict the reactants needed to synthesize it. The reactants are: [N:1]#[C:2]Br.[Br:4][C:5]1[CH:11]=[CH:10][C:8]([NH2:9])=[CH:7][C:6]=1[O:12][CH3:13]. (5) The reactants are: CC1C=[C:5](C)[N:4]([C:8](=[O:22])[CH:9]([C:16]2[CH:21]=[CH:20][CH:19]=[CH:18][CH:17]=2)[C:10]2[CH:15]=[CH:14][CH:13]=[CH:12][CH:11]=2)N=1.[CH2:23]([C:25]1[O:29]C(N)=[N:27][N:26]=1)[CH3:24]. Given the product [CH2:23]([C:25]1[O:29][C:5]([NH:4][C:8](=[O:22])[CH:9]([C:10]2[CH:11]=[CH:12][CH:13]=[CH:14][CH:15]=2)[C:16]2[CH:17]=[CH:18][CH:19]=[CH:20][CH:21]=2)=[N:27][N:26]=1)[CH3:24], predict the reactants needed to synthesize it.